Dataset: Forward reaction prediction with 1.9M reactions from USPTO patents (1976-2016). Task: Predict the product of the given reaction. (1) The product is: [CH2:28]([O:27][C:24]1[CH:25]=[CH:26][C:21]([O:20][CH2:19][C:18](=[O:38])[CH2:17][N:13]2[C:14]3[C:10](=[CH:9][C:8]([C:6]([OH:7])=[O:5])=[CH:16][CH:15]=3)[CH:11]=[CH:12]2)=[CH:22][CH:23]=1)[CH2:29][CH2:30][CH2:31][CH2:32][CH2:33][CH2:34][CH2:35][CH2:36][CH3:37]. Given the reactants C([O:5][C:6]([C:8]1[CH:9]=[C:10]2[C:14](=[CH:15][CH:16]=1)[N:13]([CH2:17][C:18](=[O:38])[CH2:19][O:20][C:21]1[CH:26]=[CH:25][C:24]([O:27][CH2:28][CH2:29][CH2:30][CH2:31][CH2:32][CH2:33][CH2:34][CH2:35][CH2:36][CH3:37])=[CH:23][CH:22]=1)[CH:12]=[CH:11]2)=[O:7])(C)(C)C.FC(F)(F)C(O)=O, predict the reaction product. (2) Given the reactants [Cl:1][C:2]1[CH:3]=[CH:4][C:5]([C:28]([F:31])([F:30])[F:29])=[C:6]([CH:27]=1)[CH2:7][N:8]1[CH2:13][CH2:12][NH:11][C:10]2[N:14]=[CH:15][C:16]([C:18]3[CH:26]=[CH:25][C:21]([C:22](O)=[O:23])=[CH:20][CH:19]=3)=[CH:17][C:9]1=2.[F:32][C:33]([F:44])([F:43])[O:34][C:35]1[CH:42]=[CH:41][C:38]([CH2:39][NH2:40])=[CH:37][CH:36]=1, predict the reaction product. The product is: [Cl:1][C:2]1[CH:3]=[CH:4][C:5]([C:28]([F:31])([F:29])[F:30])=[C:6]([CH:27]=1)[CH2:7][N:8]1[CH2:13][CH2:12][NH:11][C:10]2[N:14]=[CH:15][C:16]([C:18]3[CH:26]=[CH:25][C:21]([C:22]([NH:40][CH2:39][C:38]4[CH:41]=[CH:42][C:35]([O:34][C:33]([F:32])([F:43])[F:44])=[CH:36][CH:37]=4)=[O:23])=[CH:20][CH:19]=3)=[CH:17][C:9]1=2. (3) Given the reactants [CH3:1][S:2][CH2:3][CH2:4][CH2:5][OH:6].C(N(CC)CC)C.[S:14](Cl)([C:17]1[CH:23]=[CH:22][C:20]([CH3:21])=[CH:19][CH:18]=1)(=[O:16])=[O:15], predict the reaction product. The product is: [CH3:21][C:20]1[CH:22]=[CH:23][C:17]([S:14]([O:6][CH2:5][CH2:4][CH2:3][S:2][CH3:1])(=[O:16])=[O:15])=[CH:18][CH:19]=1. (4) Given the reactants [OH:1][CH:2]1[C:7]([O:10][CH3:11])([O:8][CH3:9])[CH2:6][CH2:5][N:4]([C:12]([O:14][C:15]([CH3:18])([CH3:17])[CH3:16])=[O:13])[CH2:3]1.[H-].[Na+].C1(C)C=CC(S(O[CH2:31][CH:32]([F:34])[F:33])(=O)=O)=CC=1, predict the reaction product. The product is: [F:33][CH:32]([F:34])[CH2:31][O:1][CH:2]1[C:7]([O:8][CH3:9])([O:10][CH3:11])[CH2:6][CH2:5][N:4]([C:12]([O:14][C:15]([CH3:18])([CH3:17])[CH3:16])=[O:13])[CH2:3]1. (5) Given the reactants [CH3:1][CH2:2][O:3][C:4]1[CH:5]=[CH:6][C:7]([NH2:10])=[CH:8][CH:9]=1.Cl[C:12]1[N:17]2[N:18]=[CH:19][CH:20]=[C:16]2[N:15]=[C:14]([S:21][CH3:22])[N:13]=1.O, predict the reaction product. The product is: [CH2:2]([O:3][C:4]1[CH:9]=[CH:8][C:7]([NH:10][C:12]2[N:17]3[N:18]=[CH:19][CH:20]=[C:16]3[N:15]=[C:14]([S:21][CH3:22])[N:13]=2)=[CH:6][CH:5]=1)[CH3:1]. (6) Given the reactants [NH2:1][CH2:2][CH2:3][N:4]([CH3:8])[CH2:5][CH2:6][NH2:7].[CH3:9][C:10]([O:13][C:14](O[C:14]([O:13][C:10]([CH3:12])([CH3:11])[CH3:9])=[O:15])=[O:15])([CH3:12])[CH3:11], predict the reaction product. The product is: [NH2:1][CH2:2][CH2:3][N:4]([CH3:8])[CH2:5][CH2:6][NH:7][C:14](=[O:15])[O:13][C:10]([CH3:12])([CH3:11])[CH3:9]. (7) Given the reactants [CH:1]1[C:10]2[CH:9]=[CH:8][CH:7]=[C:6]([S:11]([N:14]3[CH2:20][CH2:19][CH2:18][NH:17][CH2:16][CH2:15]3)(=[O:13])=[O:12])[C:5]=2[CH:4]=[CH:3][N:2]=1.[C:21]([O:25][C:26]([NH:28][C@H:29]([C:31](O)=[O:32])[CH3:30])=[O:27])([CH3:24])([CH3:23])[CH3:22], predict the reaction product. The product is: [C:21]([O:25][C:26]([NH:28][C@H:29]([C:31]([N:17]1[CH2:18][CH2:19][CH2:20][N:14]([S:11]([C:6]2[C:5]3[CH:4]=[CH:3][N:2]=[CH:1][C:10]=3[CH:9]=[CH:8][CH:7]=2)(=[O:12])=[O:13])[CH2:15][CH2:16]1)=[O:32])[CH3:30])=[O:27])([CH3:23])([CH3:24])[CH3:22].